Dataset: Peptide-MHC class II binding affinity with 134,281 pairs from IEDB. Task: Regression. Given a peptide amino acid sequence and an MHC pseudo amino acid sequence, predict their binding affinity value. This is MHC class II binding data. (1) The peptide sequence is LHYTVDKSKPKVY. The MHC is DRB5_0101 with pseudo-sequence DRB5_0101. The binding affinity (normalized) is 0.574. (2) The MHC is DRB3_0301 with pseudo-sequence DRB3_0301. The binding affinity (normalized) is 0.477. The peptide sequence is DKCVTVMAPDKPSLD.